This data is from Full USPTO retrosynthesis dataset with 1.9M reactions from patents (1976-2016). The task is: Predict the reactants needed to synthesize the given product. Given the product [S:33]([OH:36])([OH:35])(=[O:34])=[O:32].[CH2:1]([C:8]1([OH:31])[CH2:9][CH2:10][N:11]([CH2:14][CH2:15][NH:16][C:17]([NH:19][C:20]2[C:29]3[C:24](=[CH:25][CH:26]=[CH:27][CH:28]=3)[N:23]=[C:22]([CH3:30])[CH:21]=2)=[O:18])[CH2:12][CH2:13]1)[C:2]1[CH:7]=[CH:6][CH:5]=[CH:4][CH:3]=1, predict the reactants needed to synthesize it. The reactants are: [CH2:1]([C:8]1([OH:31])[CH2:13][CH2:12][N:11]([CH2:14][CH2:15][NH:16][C:17]([NH:19][C:20]2[C:29]3[C:24](=[CH:25][CH:26]=[CH:27][CH:28]=3)[N:23]=[C:22]([CH3:30])[CH:21]=2)=[O:18])[CH2:10][CH2:9]1)[C:2]1[CH:7]=[CH:6][CH:5]=[CH:4][CH:3]=1.[OH:32][S:33]([OH:36])(=[O:35])=[O:34].